From a dataset of Peptide-MHC class I binding affinity with 185,985 pairs from IEDB/IMGT. Regression. Given a peptide amino acid sequence and an MHC pseudo amino acid sequence, predict their binding affinity value. This is MHC class I binding data. (1) The peptide sequence is SSWNSAHEK. The MHC is HLA-A25:01 with pseudo-sequence HLA-A25:01. The binding affinity (normalized) is 0.0847. (2) The MHC is HLA-B44:03 with pseudo-sequence HLA-B44:03. The peptide sequence is HPEIVIYQY. The binding affinity (normalized) is 0. (3) The peptide sequence is YAHINALEY. The MHC is HLA-A31:01 with pseudo-sequence HLA-A31:01. The binding affinity (normalized) is 0.230. (4) The peptide sequence is GRQEKNPAL. The MHC is HLA-B07:02 with pseudo-sequence HLA-B07:02. The binding affinity (normalized) is 0.0847. (5) The peptide sequence is VTSLDVINY. The MHC is HLA-B44:02 with pseudo-sequence HLA-B44:02. The binding affinity (normalized) is 0. (6) The peptide sequence is STGKSIKFK. The MHC is HLA-A69:01 with pseudo-sequence HLA-A69:01. The binding affinity (normalized) is 0.0847. (7) The peptide sequence is MPYNILDRII. The MHC is HLA-B35:01 with pseudo-sequence HLA-B35:01. The binding affinity (normalized) is 0.316. (8) The peptide sequence is RAEDTAVYYCA. The MHC is HLA-A02:01 with pseudo-sequence HLA-A02:01. The binding affinity (normalized) is 0.0804.